Dataset: Peptide-MHC class II binding affinity with 134,281 pairs from IEDB. Task: Regression. Given a peptide amino acid sequence and an MHC pseudo amino acid sequence, predict their binding affinity value. This is MHC class II binding data. The peptide sequence is PLSWSKEIYNYMEPY. The MHC is DRB1_0401 with pseudo-sequence DRB1_0401. The binding affinity (normalized) is 0.273.